This data is from Catalyst prediction with 721,799 reactions and 888 catalyst types from USPTO. The task is: Predict which catalyst facilitates the given reaction. (1) Reactant: [CH2:1]([N:3]1[CH2:7][CH2:6][CH2:5][CH:4]1[CH2:8][O:9][C:10]1[CH:11]=[C:12]2[C:17](=[CH:18][CH:19]=1)[CH:16]=[C:15]([C:20]1[C:28]3[C:23](=[CH:24][CH:25]=[C:26]([C:29]#[N:30])[CH:27]=3)[N:22](C3CCCCO3)[N:21]=1)[CH:14]=[CH:13]2)[CH3:2].[OH-].[K+].F[P-](F)(F)(F)(F)F.N1([O:55]C(N(C)C)=[N+](C)C)C2C=CC=CC=2N=N1.O.ON1C2C=CC=CC=2N=N1.C(N(CC)CC)C.[CH3:81][O:82][CH2:83][CH2:84]N. Product: [CH3:81][O:82][CH2:83][CH2:84][NH:30][C:29]([C:26]1[CH:27]=[C:28]2[C:23](=[CH:24][CH:25]=1)[NH:22][N:21]=[C:20]2[C:15]1[CH:14]=[CH:13][C:12]2[C:17](=[CH:18][CH:19]=[C:10]([O:9][CH2:8][CH:4]3[CH2:5][CH2:6][CH2:7][N:3]3[CH2:1][CH3:2])[CH:11]=2)[CH:16]=1)=[O:55]. The catalyst class is: 40. (2) Reactant: [F:1][C:2]([F:36])([F:35])[C:3]1[CH:4]=[C:5]([C@H:13]2[O:17][C:16](=[O:18])[N:15]([CH2:19][C:20]3[CH:25]=[C:24]([C:26]([F:29])([F:28])[F:27])[CH:23]=[CH:22][C:21]=3[CH:30](O)[CH2:31][CH3:32])[C@H:14]2[CH3:34])[CH:6]=[C:7]([C:9]([F:12])([F:11])[F:10])[CH:8]=1.C(Br)(Br)(Br)[Br:38].C1C=CC(P(C2C=CC=CC=2)C2C=CC=CC=2)=CC=1. Product: [F:1][C:2]([F:36])([F:35])[C:3]1[CH:4]=[C:5]([C@H:13]2[O:17][C:16](=[O:18])[N:15]([CH2:19][C:20]3[CH:25]=[C:24]([C:26]([F:29])([F:28])[F:27])[CH:23]=[CH:22][C:21]=3[CH:30]([Br:38])[CH2:31][CH3:32])[C@H:14]2[CH3:34])[CH:6]=[C:7]([C:9]([F:12])([F:11])[F:10])[CH:8]=1. The catalyst class is: 2.